Task: Predict the product of the given reaction.. Dataset: Forward reaction prediction with 1.9M reactions from USPTO patents (1976-2016) (1) Given the reactants [N+:1]([C:4]1[CH:9]=[CH:8][C:7]([S:10]([N:13]2[CH2:18][CH2:17][CH:16]([N:19]3[CH2:24][CH2:23][CH:22]([CH2:25][CH2:26][OH:27])[CH2:21][CH2:20]3)[CH2:15][CH2:14]2)(=[O:12])=[O:11])=[CH:6][CH:5]=1)([O-])=O, predict the reaction product. The product is: [NH2:1][C:4]1[CH:5]=[CH:6][C:7]([S:10]([N:13]2[CH2:18][CH2:17][CH:16]([N:19]3[CH2:24][CH2:23][CH:22]([CH2:25][CH2:26][OH:27])[CH2:21][CH2:20]3)[CH2:15][CH2:14]2)(=[O:12])=[O:11])=[CH:8][CH:9]=1. (2) Given the reactants CC(OC(/N=N/C(OC(C)C)=O)=O)C.C1C=CC(P(C2C=CC=CC=2)C2C=CC=CC=2)=CC=1.[C:34]([O:38][C:39](=[O:68])[NH:40][CH:41]([C:45](=[O:67])[NH:46][C:47]1[S:48][C:49]([O:59][C:60]2[CH:65]=[CH:64][C:63]([F:66])=[CH:62][CH:61]=2)=[C:50]([C:52]2[CH:57]=[CH:56][C:55]([F:58])=[CH:54][CH:53]=2)[N:51]=1)[CH2:42][CH2:43]O)([CH3:37])([CH3:36])[CH3:35], predict the reaction product. The product is: [C:34]([O:38][C:39](=[O:68])[NH:40][CH:41]1[CH2:42][CH2:43][N:46]([C:47]2[S:48][C:49]([O:59][C:60]3[CH:61]=[CH:62][C:63]([F:66])=[CH:64][CH:65]=3)=[C:50]([C:52]3[CH:57]=[CH:56][C:55]([F:58])=[CH:54][CH:53]=3)[N:51]=2)[C:45]1=[O:67])([CH3:35])([CH3:36])[CH3:37]. (3) Given the reactants [NH:1]1[CH2:4][CH2:3][C@H:2]1[C:5]([OH:7])=[O:6].O.C(N(CC)CC)C.[CH3:16][C:17]([O:20][C:21](ON=C(C1C=CC=CC=1)C#N)=[O:22])([CH3:19])[CH3:18], predict the reaction product. The product is: [C:17]([O:20][C:21]([N:1]1[CH2:4][CH2:3][C@H:2]1[C:5]([OH:7])=[O:6])=[O:22])([CH3:19])([CH3:18])[CH3:16]. (4) Given the reactants C(OC([N:8]1[CH2:13][CH2:12][N:11]([C:14]([C:16]2[C:24]3[C:19](=[CH:20][N:21]=[CH:22][CH:23]=3)[N:18]([C:25]3[CH:30]=[CH:29][CH:28]=[CH:27][CH:26]=3)[C:17]=2[CH2:31][C:32]2[CH:37]=[CH:36][CH:35]=[C:34]([F:38])[C:33]=2[CH3:39])=[O:15])[CH2:10][CH2:9]1)=O)(C)(C)C.Cl.Cl.Cl.FC1C(C)=C(C=CC=1)CC1N(C2C=CC=CC=2)C2=CN=CC=C2C=1C(N1CCNCC1)=O, predict the reaction product. The product is: [F:38][C:34]1[C:33]([CH3:39])=[C:32]([CH:37]=[CH:36][CH:35]=1)[CH2:31][C:17]1[N:18]([C:25]2[CH:26]=[CH:27][CH:28]=[CH:29][CH:30]=2)[C:19]2=[CH:20][N:21]=[CH:22][CH:23]=[C:24]2[C:16]=1[C:14]([N:11]1[CH2:10][CH2:9][NH:8][CH2:13][CH2:12]1)=[O:15]. (5) Given the reactants [CH2:1]([N:3]1[C:12]2[C:7](=[C:8]([F:33])[C:9]([O:23][CH2:24][C:25]3[CH:30]=[CH:29][C:28]([O:31][CH3:32])=[CH:27][CH:26]=3)=[C:10]([O:13][CH2:14][C:15]3[CH:20]=[CH:19][C:18]([O:21][CH3:22])=[CH:17][CH:16]=3)[CH:11]=2)[C:6](=[O:34])[C:5]([C:35](O)=[O:36])=[CH:4]1)[CH3:2].CN(C(ON1N=NC2C=CC=NC1=2)=[N+](C)C)C.F[P-](F)(F)(F)(F)F.CCN(C(C)C)C(C)C.[N:71]1([CH2:76][CH2:77][NH2:78])[CH2:75][CH2:74][CH2:73][CH2:72]1, predict the reaction product. The product is: [CH2:1]([N:3]1[C:12]2[C:7](=[C:8]([F:33])[C:9]([O:23][CH2:24][C:25]3[CH:26]=[CH:27][C:28]([O:31][CH3:32])=[CH:29][CH:30]=3)=[C:10]([O:13][CH2:14][C:15]3[CH:16]=[CH:17][C:18]([O:21][CH3:22])=[CH:19][CH:20]=3)[CH:11]=2)[C:6](=[O:34])[C:5]([C:35]([NH:78][CH2:77][CH2:76][N:71]2[CH2:75][CH2:74][CH2:73][CH2:72]2)=[O:36])=[CH:4]1)[CH3:2].